From a dataset of Forward reaction prediction with 1.9M reactions from USPTO patents (1976-2016). Predict the product of the given reaction. Given the reactants [F:1][C:2]1[C:7]([S:8][CH3:9])=[CH:6][CH:5]=[CH:4][C:3]=1[N:10]1[CH2:15][CH2:14][NH:13][CH2:12][CH2:11]1.C(N(CC)CC)C.Cl[C:24]([O:26][CH3:27])=[O:25], predict the reaction product. The product is: [F:1][C:2]1[C:7]([S:8][CH3:9])=[CH:6][CH:5]=[CH:4][C:3]=1[N:10]1[CH2:15][CH2:14][N:13]([C:24]([O:26][CH3:27])=[O:25])[CH2:12][CH2:11]1.